From a dataset of Full USPTO retrosynthesis dataset with 1.9M reactions from patents (1976-2016). Predict the reactants needed to synthesize the given product. Given the product [C:19]([NH:27][C:28]([NH:18][C:4]1[CH:5]=[C:6]([N:9]([CH3:17])[CH2:10][CH:11]2[CH2:12][CH2:13][O:14][CH2:15][CH2:16]2)[CH:7]=[CH:8][C:3]=1[O:2][CH3:1])=[S:29])(=[O:26])[C:20]1[CH:25]=[CH:24][CH:23]=[CH:22][CH:21]=1, predict the reactants needed to synthesize it. The reactants are: [CH3:1][O:2][C:3]1[CH:8]=[CH:7][C:6]([N:9]([CH3:17])[CH2:10][CH:11]2[CH2:16][CH2:15][O:14][CH2:13][CH2:12]2)=[CH:5][C:4]=1[NH2:18].[C:19]([N:27]=[C:28]=[S:29])(=[O:26])[C:20]1[CH:25]=[CH:24][CH:23]=[CH:22][CH:21]=1.